Task: Predict the reaction yield, written as a fraction of the theoretical maximum amount of product (1.0 means a 100% yield; for example, 0.34 means a 34% yield).. Dataset: Reaction yield outcomes from USPTO patents with 853,638 reactions The catalyst is CO. The product is [NH2:18][C:4]1[C:3]([N+:14]([O-:16])=[O:15])=[C:2]([Br:1])[CH:11]=[C:10]([F:12])[C:5]=1[C:6]([O:8][CH3:9])=[O:7]. The yield is 0.712. The reactants are [Br:1][C:2]1[CH:11]=[C:10]([F:12])[C:5]([C:6]([O:8][CH3:9])=[O:7])=[C:4](F)[C:3]=1[N+:14]([O-:16])=[O:15].[OH-].[NH4+:18].